This data is from Catalyst prediction with 721,799 reactions and 888 catalyst types from USPTO. The task is: Predict which catalyst facilitates the given reaction. Reactant: Cl[C:2]1[N:3]=[C:4]2[C:12]([C:13]([F:16])([F:15])[F:14])=[CH:11][CH:10]=[CH:9][N:5]2[C:6](=[O:8])[CH:7]=1.[CH:17]1(B(O)O)[CH2:19][CH2:18]1.COC1C=CC=C(OC)C=1C1C=CC=CC=1P(C1CCCCC1)C1CCCCC1.[O-]P([O-])([O-])=O.[K+].[K+].[K+]. Product: [CH:17]1([C:2]2[N:3]=[C:4]3[C:12]([C:13]([F:16])([F:15])[F:14])=[CH:11][CH:10]=[CH:9][N:5]3[C:6](=[O:8])[CH:7]=2)[CH2:19][CH2:18]1. The catalyst class is: 874.